This data is from NCI-60 drug combinations with 297,098 pairs across 59 cell lines. The task is: Regression. Given two drug SMILES strings and cell line genomic features, predict the synergy score measuring deviation from expected non-interaction effect. (1) Drug 1: COC1=C(C=C2C(=C1)N=CN=C2NC3=CC(=C(C=C3)F)Cl)OCCCN4CCOCC4. Drug 2: C1=NC2=C(N=C(N=C2N1C3C(C(C(O3)CO)O)O)F)N. Cell line: UACC62. Synergy scores: CSS=19.0, Synergy_ZIP=-5.28, Synergy_Bliss=1.02, Synergy_Loewe=-0.592, Synergy_HSA=2.29. (2) Drug 1: CC1=CC2C(CCC3(C2CCC3(C(=O)C)OC(=O)C)C)C4(C1=CC(=O)CC4)C. Drug 2: CC(C1=C(C=CC(=C1Cl)F)Cl)OC2=C(N=CC(=C2)C3=CN(N=C3)C4CCNCC4)N. Cell line: IGROV1. Synergy scores: CSS=9.11, Synergy_ZIP=0.0549, Synergy_Bliss=9.13, Synergy_Loewe=3.70, Synergy_HSA=7.34.